This data is from Catalyst prediction with 721,799 reactions and 888 catalyst types from USPTO. The task is: Predict which catalyst facilitates the given reaction. Reactant: [C:1]([C:3]1[C:4]([S:22][CH2:23][C:24]([NH2:26])=[O:25])=[N:5][C:6]([NH:18][CH:19]2[CH2:21][CH2:20]2)=[N:7][C:8]=1[C:9]1[CH:14]=[CH:13][CH:12]=[C:11]([N+:15]([O-:17])=[O:16])[CH:10]=1)#[N:2].CC[O-].[Na+].Cl. Product: [NH2:2][C:1]1[C:3]2[C:8]([C:9]3[CH:14]=[CH:13][CH:12]=[C:11]([N+:15]([O-:17])=[O:16])[CH:10]=3)=[N:7][C:6]([NH:18][CH:19]3[CH2:21][CH2:20]3)=[N:5][C:4]=2[S:22][C:23]=1[C:24]([NH2:26])=[O:25]. The catalyst class is: 8.